Task: Regression. Given two drug SMILES strings and cell line genomic features, predict the synergy score measuring deviation from expected non-interaction effect.. Dataset: NCI-60 drug combinations with 297,098 pairs across 59 cell lines (1) Drug 1: CC1=CC2C(CCC3(C2CCC3(C(=O)C)OC(=O)C)C)C4(C1=CC(=O)CC4)C. Drug 2: N.N.Cl[Pt+2]Cl. Cell line: 786-0. Synergy scores: CSS=0.717, Synergy_ZIP=1.18, Synergy_Bliss=1.80, Synergy_Loewe=0.394, Synergy_HSA=0.272. (2) Drug 1: COC1=C(C=C2C(=C1)N=CN=C2NC3=CC(=C(C=C3)F)Cl)OCCCN4CCOCC4. Drug 2: C1=CN(C(=O)N=C1N)C2C(C(C(O2)CO)O)O.Cl. Cell line: CAKI-1. Synergy scores: CSS=65.8, Synergy_ZIP=-5.79, Synergy_Bliss=-6.09, Synergy_Loewe=-1.85, Synergy_HSA=1.86. (3) Drug 1: CC1=C(C(=CC=C1)Cl)NC(=O)C2=CN=C(S2)NC3=CC(=NC(=N3)C)N4CCN(CC4)CCO. Drug 2: C1CCC(C(C1)N)N.C(=O)(C(=O)[O-])[O-].[Pt+4]. Cell line: IGROV1. Synergy scores: CSS=21.2, Synergy_ZIP=-4.97, Synergy_Bliss=-3.27, Synergy_Loewe=-0.372, Synergy_HSA=-0.225. (4) Drug 1: CC1OCC2C(O1)C(C(C(O2)OC3C4COC(=O)C4C(C5=CC6=C(C=C35)OCO6)C7=CC(=C(C(=C7)OC)O)OC)O)O. Drug 2: CC1=C(N=C(N=C1N)C(CC(=O)N)NCC(C(=O)N)N)C(=O)NC(C(C2=CN=CN2)OC3C(C(C(C(O3)CO)O)O)OC4C(C(C(C(O4)CO)O)OC(=O)N)O)C(=O)NC(C)C(C(C)C(=O)NC(C(C)O)C(=O)NCCC5=NC(=CS5)C6=NC(=CS6)C(=O)NCCC[S+](C)C)O. Synergy scores: CSS=0.345, Synergy_ZIP=-1.68, Synergy_Bliss=-3.05, Synergy_Loewe=-1.95, Synergy_HSA=-1.65. Cell line: OVCAR-4. (5) Drug 1: CC1=CC=C(C=C1)C2=CC(=NN2C3=CC=C(C=C3)S(=O)(=O)N)C(F)(F)F. Drug 2: C1CC(C1)(C(=O)O)C(=O)O.[NH2-].[NH2-].[Pt+2]. Cell line: NCI-H522. Synergy scores: CSS=15.0, Synergy_ZIP=-3.02, Synergy_Bliss=-5.38, Synergy_Loewe=-2.88, Synergy_HSA=-2.61. (6) Drug 1: CC12CCC3C(C1CCC2=O)CC(=C)C4=CC(=O)C=CC34C. Drug 2: CC1C(C(=O)NC(C(=O)N2CCCC2C(=O)N(CC(=O)N(C(C(=O)O1)C(C)C)C)C)C(C)C)NC(=O)C3=C4C(=C(C=C3)C)OC5=C(C(=O)C(=C(C5=N4)C(=O)NC6C(OC(=O)C(N(C(=O)CN(C(=O)C7CCCN7C(=O)C(NC6=O)C(C)C)C)C)C(C)C)C)N)C. Cell line: K-562. Synergy scores: CSS=64.6, Synergy_ZIP=4.18, Synergy_Bliss=7.65, Synergy_Loewe=8.76, Synergy_HSA=8.76. (7) Drug 1: C1C(C(OC1N2C=NC(=NC2=O)N)CO)O. Drug 2: C(CCl)NC(=O)N(CCCl)N=O. Cell line: SF-295. Synergy scores: CSS=14.0, Synergy_ZIP=-3.18, Synergy_Bliss=-5.25, Synergy_Loewe=-4.36, Synergy_HSA=-3.29. (8) Drug 1: COC1=CC(=CC(=C1O)OC)C2C3C(COC3=O)C(C4=CC5=C(C=C24)OCO5)OC6C(C(C7C(O6)COC(O7)C8=CC=CS8)O)O. Drug 2: CN1C(=O)N2C=NC(=C2N=N1)C(=O)N. Cell line: RXF 393. Synergy scores: CSS=20.2, Synergy_ZIP=6.63, Synergy_Bliss=3.40, Synergy_Loewe=-39.1, Synergy_HSA=1.93. (9) Drug 1: CC1=C(C=C(C=C1)C(=O)NC2=CC(=CC(=C2)C(F)(F)F)N3C=C(N=C3)C)NC4=NC=CC(=N4)C5=CN=CC=C5. Drug 2: C(CCl)NC(=O)N(CCCl)N=O. Cell line: COLO 205. Synergy scores: CSS=8.41, Synergy_ZIP=-1.95, Synergy_Bliss=-0.934, Synergy_Loewe=0.676, Synergy_HSA=1.22. (10) Drug 1: C1CCC(CC1)NC(=O)N(CCCl)N=O. Drug 2: CCC1=C2CN3C(=CC4=C(C3=O)COC(=O)C4(CC)O)C2=NC5=C1C=C(C=C5)O. Cell line: NCI/ADR-RES. Synergy scores: CSS=15.0, Synergy_ZIP=-8.11, Synergy_Bliss=0.308, Synergy_Loewe=-7.76, Synergy_HSA=1.29.